From a dataset of Peptide-MHC class II binding affinity with 134,281 pairs from IEDB. Regression. Given a peptide amino acid sequence and an MHC pseudo amino acid sequence, predict their binding affinity value. This is MHC class II binding data. (1) The binding affinity (normalized) is 0.615. The peptide sequence is SQDLALSWNLNGLQAY. The MHC is DRB1_1302 with pseudo-sequence DRB1_1302. (2) The peptide sequence is VGAATGAATAATGGY. The MHC is DRB1_1201 with pseudo-sequence DRB1_1201. The binding affinity (normalized) is 0.0561. (3) The peptide sequence is PKSGHDTVSWYQQALGQG. The MHC is DRB1_1501 with pseudo-sequence DRB1_1501. The binding affinity (normalized) is 0.510.